From a dataset of Full USPTO retrosynthesis dataset with 1.9M reactions from patents (1976-2016). Predict the reactants needed to synthesize the given product. (1) Given the product [C:22]1([NH:28][N:29]=[CH:12][C:11]2[CH:14]=[CH:15][C:8]([N:7]([C:16]3[CH:21]=[CH:20][CH:19]=[CH:18][CH:17]=3)[C:1]3[CH:2]=[CH:3][CH:4]=[CH:5][CH:6]=3)=[CH:9][CH:10]=2)[CH:27]=[CH:26][CH:25]=[CH:24][CH:23]=1, predict the reactants needed to synthesize it. The reactants are: [C:1]1([N:7]([C:16]2[CH:21]=[CH:20][CH:19]=[CH:18][CH:17]=2)[C:8]2[CH:15]=[CH:14][C:11]([CH:12]=O)=[CH:10][CH:9]=2)[CH:6]=[CH:5][CH:4]=[CH:3][CH:2]=1.[C:22]1([NH:28][NH2:29])[CH:27]=[CH:26][CH:25]=[CH:24][CH:23]=1. (2) Given the product [CH3:59][O:58][C:55]1[CH:54]=[CH:53][C:52]([CH2:51][CH2:50][C:43]2[C:44]([C:45]([O:47][CH2:48][CH3:49])=[O:46])=[C:18]([C:20]3[CH:21]=[CH:22][C:23]([C:24]([NH:92][CH2:93][C:94]4[CH:99]=[CH:98][CH:97]=[CH:96][N:95]=4)=[O:26])=[CH:27][CH:28]=3)[C:2]3[C:11](=[O:13])[N:7]4[CH2:8][CH2:9][CH2:10][C@H:6]4[CH2:4][C:3]=3[N:42]=2)=[CH:57][CH:56]=1, predict the reactants needed to synthesize it. The reactants are: O=[CH:2][CH2:3][C:4]([CH:6]1[CH2:10][CH2:9][CH2:8][N:7]1[C:11]([O:13]C(C)(C)C)=O)=O.[CH:18]([C:20]1[CH:28]=[CH:27][C:23]([C:24]([OH:26])=O)=[CH:22][CH:21]=1)=O.N1CCCCC1.C(OC)(OC)OC.[NH2:42]/[C:43](/[CH2:50][CH2:51][C:52]1[CH:57]=[CH:56][C:55]([O:58][CH3:59])=[CH:54][CH:53]=1)=[CH:44]\[C:45]([O:47][CH2:48][CH3:49])=[O:46].C(C1C(=O)C(Cl)=C(Cl)C(=O)C=1C#N)#N.FC(F)(F)C(OC1C(F)=C(F)C(F)=C(F)C=1F)=O.[NH2:92][CH2:93][C:94]1[CH:99]=[CH:98][CH:97]=[CH:96][N:95]=1. (3) Given the product [CH:1]([C:3]1[CH:4]=[C:5]2[C:10](=[CH:11][CH:12]=1)[CH:9]([NH:13][C:14](=[O:37])[CH2:15][CH:16]([N:17]([CH3:38])[S:18]([C:21]1[CH:26]=[CH:25][CH:24]=[C:23]([C:27]([F:30])([F:28])[F:29])[CH:22]=1)(=[O:20])=[O:19])[C:31]1[CH:32]=[CH:33][CH:34]=[CH:35][CH:36]=1)[CH2:8][CH2:7][CH2:6]2)=[O:2], predict the reactants needed to synthesize it. The reactants are: [CH:1]([C:3]1[CH:4]=[C:5]2[C:10](=[CH:11][CH:12]=1)[CH:9]([NH:13][C:14](=[O:37])[CH2:15][CH:16]([C:31]1[CH:36]=[CH:35][CH:34]=[CH:33][CH:32]=1)[NH:17][S:18]([C:21]1[CH:26]=[CH:25][CH:24]=[C:23]([C:27]([F:30])([F:29])[F:28])[CH:22]=1)(=[O:20])=[O:19])[CH2:8][CH2:7][CH2:6]2)=[O:2].[C:38](=O)([O-])[O-].[Na+].[Na+].CI. (4) Given the product [Cl:16][C:9]1[C:10]2[C:5](=[CH:4][C:3]([O:2][CH3:1])=[CH:12][CH:11]=2)[CH:6]=[CH:7][N:8]=1, predict the reactants needed to synthesize it. The reactants are: [CH3:1][O:2][C:3]1[CH:4]=[C:5]2[C:10](=[CH:11][CH:12]=1)[C:9](=O)[NH:8][CH:7]=[CH:6]2.O=P(Cl)(Cl)[Cl:16].